This data is from Peptide-MHC class I binding affinity with 185,985 pairs from IEDB/IMGT. The task is: Regression. Given a peptide amino acid sequence and an MHC pseudo amino acid sequence, predict their binding affinity value. This is MHC class I binding data. (1) The binding affinity (normalized) is 0.0847. The MHC is HLA-B08:01 with pseudo-sequence HLA-B08:01. The peptide sequence is ARLGKGYMF. (2) The MHC is HLA-A68:02 with pseudo-sequence HLA-A68:02. The peptide sequence is RTFFLTQGA. The binding affinity (normalized) is 0.423. (3) The peptide sequence is KGAVDLSHFL. The MHC is HLA-A23:01 with pseudo-sequence HLA-A23:01. The binding affinity (normalized) is 0.236.